Dataset: Full USPTO retrosynthesis dataset with 1.9M reactions from patents (1976-2016). Task: Predict the reactants needed to synthesize the given product. (1) Given the product [CH:14]1([N:20]([C:21]2[CH:26]=[CH:25][CH:24]=[CH:23][N:22]=2)[C:31](=[O:27])/[CH:30]=[CH:29]/[C:28]2[CH:34]=[C:11]([CH3:12])[CH:13]=[CH:32][CH:33]=2)[CH2:19][CH2:18][CH2:17][CH2:16][CH2:15]1, predict the reactants needed to synthesize it. The reactants are: S(Cl)(Cl)=O.C(N([CH:11]([CH3:13])[CH3:12])C(C)C)C.[CH:14]1([NH:20][C:21]2[CH:26]=[CH:25][CH:24]=[CH:23][N:22]=2)[CH2:19][CH2:18][CH2:17][CH2:16][CH2:15]1.[OH2:27].[C:28]1([CH3:34])[CH:33]=[CH:32][CH:31]=[CH:30][CH:29]=1. (2) Given the product [C:32]([OH:41])(=[O:40])[CH2:33][CH2:34][CH2:35][CH2:36][C:37]([OH:39])=[O:38].[NH2:1][CH2:2][C:3]1[CH:31]=[CH:30][C:6]2[N:7]([CH2:25][CH2:26][CH:27]([CH3:28])[CH3:29])[C:8]([CH2:10][N:11]3[C:20]4[C:15](=[CH:16][CH:17]=[CH:18][CH:19]=4)[CH2:14][N:13]([CH:21]4[CH2:22][CH2:23]4)[C:12]3=[O:24])=[N:9][C:5]=2[CH:4]=1, predict the reactants needed to synthesize it. The reactants are: [NH2:1][CH2:2][C:3]1[CH:31]=[CH:30][C:6]2[N:7]([CH2:25][CH2:26][CH:27]([CH3:29])[CH3:28])[C:8]([CH2:10][N:11]3[C:20]4[C:15](=[CH:16][CH:17]=[CH:18][CH:19]=4)[CH2:14][N:13]([CH:21]4[CH2:23][CH2:22]4)[C:12]3=[O:24])=[N:9][C:5]=2[CH:4]=1.[C:32]([OH:41])(=[O:40])[CH2:33][CH2:34][CH2:35][CH2:36][C:37]([OH:39])=[O:38]. (3) Given the product [OH:13][C:9]1[CH:8]=[C:7]2[C:12]([CH2:2][CH2:3][C:4](=[O:5])[NH:6]2)=[CH:11][CH:10]=1, predict the reactants needed to synthesize it. The reactants are: Cl[CH2:2][CH2:3][C:4]([NH:6][C:7]1[CH:12]=[CH:11][CH:10]=[C:9]([OH:13])[CH:8]=1)=[O:5].[Cl-].[Al+3].[Cl-].[Cl-]. (4) Given the product [C:8]([C:12]1[CH:16]=[C:15]([NH:17][C:18]([NH:34][C:35]2[C:44]3[C:39](=[CH:40][CH:41]=[CH:42][CH:43]=3)[C:38]([O:45][C:46]3[CH:51]=[CH:50][N:49]=[C:48]([NH:52][C:53]4[CH:58]=[C:57]([O:59][CH2:60][CH2:61][O:62][CH2:63][CH2:64][O:65][CH2:66][CH2:67][O:68][CH3:69])[CH:56]=[C:55]([O:70][CH3:71])[CH:54]=4)[N:47]=3)=[CH:37][CH:36]=2)=[O:26])[N:14]([C:27]2[CH:32]=[CH:31][C:30]([CH3:33])=[CH:29][CH:28]=2)[N:13]=1)([CH3:11])([CH3:10])[CH3:9], predict the reactants needed to synthesize it. The reactants are: C(N(CC)CC)C.[C:8]([C:12]1[CH:16]=[C:15]([NH:17][C:18](=[O:26])OC2C=CC=CC=2)[N:14]([C:27]2[CH:32]=[CH:31][C:30]([CH3:33])=[CH:29][CH:28]=2)[N:13]=1)([CH3:11])([CH3:10])[CH3:9].[NH2:34][C:35]1[C:44]2[C:39](=[CH:40][CH:41]=[CH:42][CH:43]=2)[C:38]([O:45][C:46]2[CH:51]=[CH:50][N:49]=[C:48]([NH:52][C:53]3[CH:58]=[C:57]([O:59][CH2:60][CH2:61][O:62][CH2:63][CH2:64][O:65][CH2:66][CH2:67][O:68][CH3:69])[CH:56]=[C:55]([O:70][CH3:71])[CH:54]=3)[N:47]=2)=[CH:37][CH:36]=1.